Dataset: Forward reaction prediction with 1.9M reactions from USPTO patents (1976-2016). Task: Predict the product of the given reaction. Given the reactants C([O-])(=O)C.[Na+].CO[C:8]([C:10]1[C:15](Br)=[CH:14][N:13]=[CH:12][N:11]=1)=[O:9].Cl.[NH2:18][C:19]1[CH:24]=[C:23]([C:25]([O:27][CH3:28])=[O:26])[CH:22]=[CH:21][C:20]=1B(O)O.O, predict the reaction product. The product is: [O:9]=[C:8]1[C:10]2[N:11]=[CH:12][N:13]=[CH:14][C:15]=2[C:20]2[CH:21]=[CH:22][C:23]([C:25]([O:27][CH3:28])=[O:26])=[CH:24][C:19]=2[NH:18]1.